From a dataset of Forward reaction prediction with 1.9M reactions from USPTO patents (1976-2016). Predict the product of the given reaction. (1) Given the reactants [CH:1]([C:4]1[CH:9]=[CH:8][C:7]([CH:10]([C:12]2[CH:17]=[C:16]([O:18][CH2:19][C:20]#[CH:21])[CH:15]=[CH:14][C:13]=2[N+:22]([O-:24])=[O:23])[OH:11])=[CH:6][CH:5]=1)([CH3:3])[CH3:2].CC(C)=O.OS(O)(=O)=O.O=[Cr](=O)=O, predict the reaction product. The product is: [CH:1]([C:4]1[CH:5]=[CH:6][C:7]([C:10]([C:12]2[CH:17]=[C:16]([O:18][CH2:19][C:20]#[CH:21])[CH:15]=[CH:14][C:13]=2[N+:22]([O-:24])=[O:23])=[O:11])=[CH:8][CH:9]=1)([CH3:3])[CH3:2]. (2) Given the reactants [CH2:1]([Mg]Br)[CH:2]=[CH2:3].C(OCC)C.[F:11][C:12]([F:19])([F:18])[C:13]([O:15]CC)=O.CC(O)C.Cl, predict the reaction product. The product is: [F:19][C:12]([F:11])([F:18])[CH:13]([OH:15])[CH2:3][CH:2]=[CH2:1]. (3) Given the reactants [C:1]([O:5][C:6]([NH:8][C:9]1[S:10][CH:11]=[C:12]([C:14]([O:16][CH3:17])=[O:15])[N:13]=1)=[O:7])([CH3:4])([CH3:3])[CH3:2].[CH:18](NC(C)C)([CH3:20])[CH3:19].C([Li])CCC.C1(=O)CCC1, predict the reaction product. The product is: [O:15]=[C:14]1[C:12]2[N:13]=[C:9]([NH:8][C:6](=[O:7])[O:5][C:1]([CH3:4])([CH3:3])[CH3:2])[S:10][C:11]=2[C:17]2([CH2:20][CH2:18][CH2:19]2)[O:16]1. (4) The product is: [C:1]([C:4]1[CH:5]=[C:6]([C:26]#[N:27])[C:7]([N:17]2[CH2:22][CH2:21][CH:20]([C:23]([NH:38][S:35]([CH2:34][C:28]3[CH:29]=[CH:30][CH:31]=[CH:32][CH:33]=3)(=[O:36])=[O:37])=[O:24])[CH2:19][CH2:18]2)=[N:8][C:9]=1[CH2:10][N:11]1[CH2:15][CH2:14][CH2:13][C:12]1=[O:16])(=[O:3])[CH3:2]. Given the reactants [C:1]([C:4]1[CH:5]=[C:6]([C:26]#[N:27])[C:7]([N:17]2[CH2:22][CH2:21][CH:20]([C:23](O)=[O:24])[CH2:19][CH2:18]2)=[N:8][C:9]=1[CH2:10][N:11]1[CH2:15][CH2:14][CH2:13][C:12]1=[O:16])(=[O:3])[CH3:2].[C:28]1([CH2:34][S:35]([NH2:38])(=[O:37])=[O:36])[CH:33]=[CH:32][CH:31]=[CH:30][CH:29]=1.F[P-](F)(F)(F)(F)F.Br[P+](N1CCCC1)(N1CCCC1)N1CCCC1.CCN(C(C)C)C(C)C.OS([O-])(=O)=O.[K+], predict the reaction product. (5) Given the reactants [CH2:1]([O:3][C:4](=[O:21])[C:5](=O)[CH2:6][C:7](=O)[CH2:8][CH2:9][CH2:10][O:11][Si:12]([C:15]([CH3:18])([CH3:17])[CH3:16])([CH3:14])[CH3:13])[CH3:2].[NH2:22][NH2:23], predict the reaction product. The product is: [CH2:1]([O:3][C:4]([C:5]1[CH:6]=[C:7]([CH2:8][CH2:9][CH2:10][O:11][Si:12]([C:15]([CH3:18])([CH3:17])[CH3:16])([CH3:14])[CH3:13])[NH:23][N:22]=1)=[O:21])[CH3:2]. (6) Given the reactants [CH3:1][O:2][C:3]([C:5]1[S:6][C:7]([C:15]2[CH:20]=[CH:19][CH:18]=[CH:17][CH:16]=2)=[CH:8][C:9]=1[NH:10][C:11]([CH3:14])([CH3:13])[CH3:12])=[O:4].N#N.[Cl:23][C:24]1[CH:32]=[C:31]([Cl:33])[CH:30]=[CH:29][C:25]=1[C:26](Cl)=[O:27], predict the reaction product. The product is: [CH3:1][O:2][C:3]([C:5]1[S:6][C:7]([C:15]2[CH:20]=[CH:19][CH:18]=[CH:17][CH:16]=2)=[CH:8][C:9]=1[N:10]([C:11]([CH3:14])([CH3:12])[CH3:13])[C:26](=[O:27])[C:25]1[CH:29]=[CH:30][C:31]([Cl:33])=[CH:32][C:24]=1[Cl:23])=[O:4]. (7) The product is: [O:9]=[C:6]1[CH2:7][CH2:8][N:3]([C:14]2([CH2:15][C:16]#[N:21])[CH2:13][CH2:23][CH2:22]2)[CH2:4][CH2:5]1. Given the reactants O.Cl.[NH:3]1[CH2:8][CH2:7][C:6](=[O:9])[CH2:5][CH2:4]1.C(#N)C.[CH2:13]1[CH2:23][CH2:22][N:21]2[C:16](=NCCC2)[CH2:15][CH2:14]1.C1(=CC#N)CCC1, predict the reaction product. (8) Given the reactants [Br:1][C:2]1[CH:3]=[C:4]([C:8]2[CH:28]=[C:11]3[N:12]=[C:13]([CH3:27])[C:14]([C@H:17]([O:22][C:23]([CH3:26])([CH3:25])[CH3:24])[C:18]([O:20][CH3:21])=[O:19])=[C:15](I)[N:10]3[N:9]=2)[CH:5]=[CH:6][CH:7]=1.[CH2:29]([N:32]1[CH2:37][CH2:36][O:35][C:34]2[CH:38]=[C:39]([CH3:51])[C:40](B3OC(C)(C)C(C)(C)O3)=[CH:41][C:33]1=2)[CH:30]=[CH2:31].C([O-])([O-])=O.[Na+].[Na+].N#N, predict the reaction product. The product is: [CH2:29]([N:32]1[CH2:37][CH2:36][O:35][C:34]2[CH:38]=[C:39]([CH3:51])[C:40]([C:15]3[N:10]4[N:9]=[C:8]([C:4]5[CH:5]=[CH:6][CH:7]=[C:2]([Br:1])[CH:3]=5)[CH:28]=[C:11]4[N:12]=[C:13]([CH3:27])[C:14]=3[C@H:17]([O:22][C:23]([CH3:26])([CH3:25])[CH3:24])[C:18]([O:20][CH3:21])=[O:19])=[CH:41][C:33]1=2)[CH:30]=[CH2:31].